From a dataset of Full USPTO retrosynthesis dataset with 1.9M reactions from patents (1976-2016). Predict the reactants needed to synthesize the given product. (1) The reactants are: [NH2:1][C:2]1[CH:7]=[CH:6][C:5]([N:8]2[CH2:13][CH2:12][O:11][CH2:10][C:9]2=[O:14])=[C:4]([Cl:15])[CH:3]=1.Cl[C:17](OC1C=CC([N+]([O-])=O)=CC=1)=[O:18].N1C=CC=CC=1.[N:35]1([C:40]([O:42][C:43]([CH3:46])([CH3:45])[CH3:44])=[O:41])[CH2:39][CH2:38][CH2:37][NH:36]1.C(N(C(C)C)C(C)C)C. Given the product [Cl:15][C:4]1[CH:3]=[C:2]([NH:1][C:17]([N:36]2[CH2:37][CH2:38][CH2:39][N:35]2[C:40]([O:42][C:43]([CH3:46])([CH3:45])[CH3:44])=[O:41])=[O:18])[CH:7]=[CH:6][C:5]=1[N:8]1[CH2:13][CH2:12][O:11][CH2:10][C:9]1=[O:14], predict the reactants needed to synthesize it. (2) Given the product [Cl:1][C:2]1[CH:10]=[CH:9][C:8]([C:11]2[N:12]([C:22]([O:24][C:25]([CH3:26])([CH3:27])[CH3:28])=[O:23])[C:13]3[C:18]([CH:19]=2)=[CH:17][C:16]([CH2:20][N:39]2[CH2:40][CH2:41][N:36]([C:31]4[N:30]=[CH:35][CH:34]=[CH:33][N:32]=4)[CH2:37][CH2:38]2)=[CH:15][CH:14]=3)=[C:7]2[C:3]=1[CH2:4][NH:5][C:6]2=[O:29], predict the reactants needed to synthesize it. The reactants are: [Cl:1][C:2]1[CH:10]=[CH:9][C:8]([C:11]2[N:12]([C:22]([O:24][C:25]([CH3:28])([CH3:27])[CH3:26])=[O:23])[C:13]3[C:18]([CH:19]=2)=[CH:17][C:16]([CH:20]=O)=[CH:15][CH:14]=3)=[C:7]2[C:3]=1[CH2:4][NH:5][C:6]2=[O:29].[N:30]1[CH:35]=[CH:34][CH:33]=[N:32][C:31]=1[N:36]1[CH2:41][CH2:40][NH:39][CH2:38][CH2:37]1.C(O[BH-](OC(=O)C)OC(=O)C)(=O)C.[Na+]. (3) Given the product [ClH:1].[ClH:1].[Cl:1][C:2]1[CH:3]=[N:4][C:5]2[NH:6][C:7]3[CH:8]=[N:9][CH:10]=[C:11]([CH:32]=3)[CH2:12][CH2:13][C:14]3[CH:22]=[C:18]([NH:19][C:20]=1[N:21]=2)[CH:17]=[CH:16][C:15]=3[O:23][CH2:24][C:25]([OH:27])=[O:26], predict the reactants needed to synthesize it. The reactants are: [Cl:1][C:2]1[CH:3]=[N:4][C:5]2[NH:6][C:7]3[CH:8]=[N:9][CH:10]=[C:11]([CH:32]=3)[CH2:12][CH2:13][C:14]3[CH:22]=[C:18]([NH:19][C:20]=1[N:21]=2)[CH:17]=[CH:16][C:15]=3[O:23][CH2:24][C:25]([O:27]C(C)(C)C)=[O:26].O1CCOCC1.